This data is from Forward reaction prediction with 1.9M reactions from USPTO patents (1976-2016). The task is: Predict the product of the given reaction. (1) Given the reactants C([N:4]1[C:12]2[C:7](=[CH:8][CH:9]=C[CH:11]=2)[C:6](=O)[C:5]1=O)CC.[Cl:15][C:16]1[CH:17]=[C:18]2[C:22](=[CH:23][CH:24]=1)[NH:21][C:20](=[O:25])[C:19]2=[O:26].BrCCN1CCCCC1, predict the reaction product. The product is: [Cl:15][C:16]1[CH:17]=[C:18]2[C:22](=[CH:23][CH:24]=1)[N:21]([CH2:11][CH2:12][N:4]1[CH2:9][CH2:8][CH2:7][CH2:6][CH2:5]1)[C:20](=[O:25])[C:19]2=[O:26]. (2) Given the reactants [N:1]12[CH2:8][CH2:7][CH:4]([CH2:5][CH2:6]1)[C@@H:3]([O:9][C:10](=[O:45])[NH:11][C:12]1[CH:17]=[C:16]([CH2:18][CH2:19][CH2:20][CH2:21][O:22][C:23]3[CH:28]=[CH:27][C:26]([CH2:29][CH2:30][NH:31]C(OC(C)(C)C)=O)=[CH:25][CH:24]=3)[CH:15]=[CH:14][C:13]=1[C:39]1[CH:44]=[CH:43][CH:42]=[CH:41][CH:40]=1)[CH2:2]2, predict the reaction product. The product is: [N:1]12[CH2:6][CH2:5][CH:4]([CH2:7][CH2:8]1)[C@@H:3]([O:9][C:10](=[O:45])[NH:11][C:12]1[CH:17]=[C:16]([CH2:18][CH2:19][CH2:20][CH2:21][O:22][C:23]3[CH:24]=[CH:25][C:26]([CH2:29][CH2:30][NH2:31])=[CH:27][CH:28]=3)[CH:15]=[CH:14][C:13]=1[C:39]1[CH:44]=[CH:43][CH:42]=[CH:41][CH:40]=1)[CH2:2]2. (3) Given the reactants [CH2:1]([O:5][C:6]([N:8]1[CH2:13][CH2:12][N:11]([C:14](=[O:30])[C@@H:15]([NH:22]C(OC(C)(C)C)=O)[CH2:16][C:17]2[N:18]=[N:19][NH:20][CH:21]=2)[CH2:10][CH2:9]1)=[O:7])[CH2:2][CH2:3][CH3:4].C(O)(C(F)(F)F)=O, predict the reaction product. The product is: [CH2:1]([O:5][C:6]([N:8]1[CH2:9][CH2:10][N:11]([C:14](=[O:30])[C@@H:15]([NH2:22])[CH2:16][C:17]2[N:18]=[N:19][NH:20][CH:21]=2)[CH2:12][CH2:13]1)=[O:7])[CH2:2][CH2:3][CH3:4]. (4) Given the reactants [O:1]=[C:2]1[NH:6][C:5]([CH2:17][O:18][CH2:19][CH:20]=[CH2:21])([C:7]2[CH:12]=[CH:11][CH:10]=[C:9]([C:13]([F:16])([F:15])[F:14])[CH:8]=2)[C:4](=[O:22])[N:3]1[C:23]1[CH:30]=[CH:29][C:26]([C:27]#[N:28])=[C:25]([C:31]([F:34])([F:33])[F:32])[CH:24]=1.[C:35](=O)([O-])[O-].[K+].[K+].CI, predict the reaction product. The product is: [O:1]=[C:2]1[N:6]([CH3:35])[C:5]([CH2:17][O:18][CH2:19][CH:20]=[CH2:21])([C:7]2[CH:12]=[CH:11][CH:10]=[C:9]([C:13]([F:15])([F:16])[F:14])[CH:8]=2)[C:4](=[O:22])[N:3]1[C:23]1[CH:30]=[CH:29][C:26]([C:27]#[N:28])=[C:25]([C:31]([F:34])([F:32])[F:33])[CH:24]=1. (5) Given the reactants C([Sn](CCCC)(CCCC)[C:6]1[S:7][CH:8]=[CH:9][N:10]=1)CCC.Br[C:20]1[CH:26]=[CH:25][CH:24]=[CH:23][C:21]=1[NH2:22], predict the reaction product. The product is: [S:7]1[CH:8]=[CH:9][N:10]=[C:6]1[C:20]1[CH:26]=[CH:25][CH:24]=[CH:23][C:21]=1[NH2:22]. (6) Given the reactants [C:1]([O:5][C:6]([N:8]1[CH2:11][CH:10]([C:12]([OH:14])=[O:13])[CH2:9]1)=[O:7])([CH3:4])([CH3:3])[CH3:2].[CH3:15][Si](C=[N+]=[N-])(C)C, predict the reaction product. The product is: [N:8]1([C:6]([O:5][C:1]([CH3:4])([CH3:2])[CH3:3])=[O:7])[CH2:9][CH:10]([C:12]([O:14][CH3:15])=[O:13])[CH2:11]1. (7) Given the reactants [CH2:1]([O:8][C:9](=[O:28])[NH:10][CH2:11][CH2:12][CH2:13][CH2:14][CH2:15][C:16](=[O:27])[NH:17][C:18]1[CH:23]=[C:22]([C:24]#[N:25])[CH:21]=[CH:20][C:19]=1[NH2:26])[C:2]1[CH:7]=[CH:6][CH:5]=[CH:4][CH:3]=1.[H-].[Na+].I[CH2:32][CH2:33][CH3:34].O, predict the reaction product. The product is: [CH2:1]([O:8][C:9](=[O:28])[NH:10][CH2:11][CH2:12][CH2:13][CH2:14][CH2:15][C:16](=[O:27])[N:17]([C:18]1[CH:23]=[C:22]([C:24]#[N:25])[CH:21]=[CH:20][C:19]=1[NH2:26])[CH2:32][CH2:33][CH3:34])[C:2]1[CH:7]=[CH:6][CH:5]=[CH:4][CH:3]=1.